From a dataset of Peptide-MHC class II binding affinity with 134,281 pairs from IEDB. Regression. Given a peptide amino acid sequence and an MHC pseudo amino acid sequence, predict their binding affinity value. This is MHC class II binding data. The peptide sequence is TEYQKTKLNDWDFVV. The MHC is DRB1_0401 with pseudo-sequence DRB1_0401. The binding affinity (normalized) is 0.142.